This data is from Reaction yield outcomes from USPTO patents with 853,638 reactions. The task is: Predict the reaction yield, written as a fraction of the theoretical maximum amount of product (1.0 means a 100% yield; for example, 0.34 means a 34% yield). (1) The reactants are [CH3:1][Si:2]([CH3:13])([CH3:12])[CH2:3][CH:4]([C:10]#[N:11])[C:5]([O:7][CH2:8][CH3:9])=[O:6].[H-].[Na+].Br[CH2:17][C:18]([O:20][CH2:21][CH3:22])=[O:19].[Cl-].[NH4+]. The catalyst is C1COCC1. The product is [C:10]([C:4]([CH2:3][Si:2]([CH3:1])([CH3:12])[CH3:13])([CH2:17][C:18]([O:20][CH2:21][CH3:22])=[O:19])[C:5]([O:7][CH2:8][CH3:9])=[O:6])#[N:11]. The yield is 0.990. (2) The reactants are [CH3:1][N:2]([CH3:7])[CH2:3][CH2:4][CH2:5][OH:6].[H-].[Na+].Cl[C:11]1[CH:16]=[CH:15][C:14]([N+:17]([O-:19])=[O:18])=[CH:13][C:12]=1[O:20][CH3:21]. The catalyst is CS(C)=O.O. The product is [CH3:21][O:20][C:12]1[CH:13]=[C:14]([N+:17]([O-:19])=[O:18])[CH:15]=[CH:16][C:11]=1[O:6][CH2:5][CH2:4][CH2:3][N:2]([CH3:7])[CH3:1]. The yield is 0.340.